Dataset: Forward reaction prediction with 1.9M reactions from USPTO patents (1976-2016). Task: Predict the product of the given reaction. (1) Given the reactants [Br:1][C:2]1[CH:11]=[CH:10][CH:9]=[C:8]2[C:3]=1[CH2:4][CH2:5][N:6]([CH2:12][C:13](=O)[CH3:14])[CH2:7]2.C(N(S(F)(F)[F:22])CC)C.[F-:25].[Cs+].C([O-])(O)=O.[Na+], predict the reaction product. The product is: [Br:1][C:2]1[CH:11]=[CH:10][CH:9]=[C:8]2[C:3]=1[CH2:4][CH2:5][N:6]([CH2:12][C:13]([F:22])([F:25])[CH3:14])[CH2:7]2. (2) The product is: [CH2:12]([NH:14][C:2]([NH:1][C:4]1[CH:9]=[CH:8][CH:7]=[CH:6][C:5]=1[OH:10])=[O:3])[CH3:13]. Given the reactants [N:1]([C:4]1[CH:9]=[CH:8][CH:7]=[CH:6][C:5]=1[O:10]C)=[C:2]=[O:3].[CH2:12]([NH2:14])[CH3:13].B(Br)(Br)Br, predict the reaction product. (3) Given the reactants [Cl:1][C:2]1[C:10]2[NH:9][C:8]3[CH2:11][CH2:12][NH:13][CH2:14][C:7]=3[C:6]=2[CH:5]=[CH:4][C:3]=1[Cl:15].[C:16](O[C:16]([O:18][C:19]([CH3:22])([CH3:21])[CH3:20])=[O:17])([O:18][C:19]([CH3:22])([CH3:21])[CH3:20])=[O:17].[OH-].[Na+], predict the reaction product. The product is: [C:19]([O:18][C:16]([N:13]1[CH2:12][CH2:11][C:8]2[NH:9][C:10]3[C:2]([Cl:1])=[C:3]([Cl:15])[CH:4]=[CH:5][C:6]=3[C:7]=2[CH2:14]1)=[O:17])([CH3:22])([CH3:21])[CH3:20]. (4) Given the reactants [CH3:1][C:2]([CH2:17][CH2:18][CH:19]=[C:20]([CH3:22])[CH3:21])=[CH:3][CH2:4][O:5][C:6]1[CH:7]=[C:8]([CH:12]=[CH:13][C:14]=1[O:15][CH3:16])[C:9]([OH:11])=O.[CH2:23]([NH2:33])/[CH:24]=[C:25](/[CH2:27][CH2:28][CH:29]=[C:30]([CH3:32])[CH3:31])\[CH3:26], predict the reaction product. The product is: [CH3:26][C:25]([CH2:27][CH2:28][CH:29]=[C:30]([CH3:32])[CH3:31])=[CH:24][CH2:23][NH:33][C:9](=[O:11])[C:8]1[CH:12]=[CH:13][C:14]([O:15][CH3:16])=[C:6]([O:5][CH2:4][CH:3]=[C:2]([CH3:1])[CH2:17][CH2:18][CH:19]=[C:20]([CH3:22])[CH3:21])[CH:7]=1. (5) The product is: [OH:14][C:12]1[C:3]2[C:2](=[C:6]([C:7]([O:9][CH2:10][CH3:11])=[O:8])[S:5][N:4]=2)[N:1]=[CH:15][N:13]=1. Given the reactants [NH2:1][C:2]1[C:3]([C:12](=[O:14])[NH2:13])=[N:4][S:5][C:6]=1[C:7]([O:9][CH2:10][CH3:11])=[O:8].[CH:15]([O-])([O-])OCC.C(OC(=O)C)(=O)C, predict the reaction product.